From a dataset of Forward reaction prediction with 1.9M reactions from USPTO patents (1976-2016). Predict the product of the given reaction. (1) The product is: [F:20][C:21]([F:34])([F:33])[S:22]([O:12][C:1]1[CH:2]=[CH:3][CH:4]=[C:5]2[C:10]=1[CH:9]=[CH:8][CH:7]=[C:6]2[O:11][S:22]([C:21]([F:20])([F:33])[F:34])(=[O:23])=[O:24])(=[O:24])=[O:23]. Given the reactants [C:1]1([OH:12])[C:10]2[CH:9]=[CH:8][CH:7]=[C:6]([OH:11])[C:5]=2[CH:4]=[CH:3][CH:2]=1.C(N(CC)CC)C.[F:20][C:21]([F:34])([F:33])[S:22](O[S:22]([C:21]([F:34])([F:33])[F:20])(=[O:24])=[O:23])(=[O:24])=[O:23], predict the reaction product. (2) The product is: [CH:25]1([C:22]2[N:23]=[CH:24][C:19]([O:1][CH:2]3[CH2:11][N:5]4[CH2:6][CH2:7][NH:8][C:9](=[O:10])[CH:4]4[CH2:3]3)=[N:20][CH:21]=2)[CH2:27][CH2:26]1. Given the reactants [OH:1][C@H:2]1[CH2:11][N:5]2[CH2:6][CH2:7][NH:8][C:9](=[O:10])[C@@H:4]2[CH2:3]1.CC(C)([O-])C.[Na+].Br[C:19]1[CH:24]=[N:23][C:22]([CH:25]2[CH2:27][CH2:26]2)=[CH:21][N:20]=1.O, predict the reaction product. (3) Given the reactants [NH2:1][C:2]1[CH:9]=[C:8]([C:10]2[C:15]([C:16]([F:19])([F:18])[F:17])=[CH:14][CH:13]=[CH:12][N:11]=2)[CH:7]=[CH:6][C:3]=1[C:4]#[N:5].[OH-:20].[Na+], predict the reaction product. The product is: [NH2:1][C:2]1[CH:9]=[C:8]([C:10]2[C:15]([C:16]([F:19])([F:17])[F:18])=[CH:14][CH:13]=[CH:12][N:11]=2)[CH:7]=[CH:6][C:3]=1[C:4]([NH2:5])=[O:20]. (4) The product is: [Cl:8][C:6]1[N:5]=[C:4]([C:9]2[CH:14]=[CH:13][C:12]([N+:15]([O-:17])=[O:16])=[CH:11][CH:10]=2)[N:3]=[C:2]([N:19]2[C@@H:23]([CH2:24][OH:25])[CH2:22][CH2:21][C@H:20]2[CH2:26][OH:27])[N:7]=1. Given the reactants Cl[C:2]1[N:7]=[C:6]([Cl:8])[N:5]=[C:4]([C:9]2[CH:14]=[CH:13][C:12]([N+:15]([O-:17])=[O:16])=[CH:11][CH:10]=2)[N:3]=1.Cl.[NH:19]1[C@@H:23]([CH2:24][OH:25])[CH2:22][CH2:21][C@H:20]1[CH2:26][OH:27].C(=O)([O-])O.[Na+], predict the reaction product. (5) Given the reactants [F:1][C:2]1[CH:7]=[C:6]([N+:8]([O-:10])=[O:9])[CH:5]=[CH:4][C:3]=1[OH:11].C(=O)([O-])[O-].[K+].[K+].Br[CH2:19][CH2:20][CH:21]=[CH2:22], predict the reaction product. The product is: [CH2:22]([O:11][C:3]1[CH:4]=[CH:5][C:6]([N+:8]([O-:10])=[O:9])=[CH:7][C:2]=1[F:1])[CH2:21][CH:20]=[CH2:19]. (6) Given the reactants [C:1]([O:5][C:6](=[O:19])[NH:7][C:8]1[CH:13]=[C:12](Cl)[C:11]([Cl:15])=[CH:10][C:9]=1[N+:16]([O-:18])=[O:17])([CH3:4])([CH3:3])[CH3:2].[CH2:20]([NH:24][CH3:25])[CH:21]([CH3:23])[CH3:22], predict the reaction product. The product is: [C:1]([O:5][C:6](=[O:19])[NH:7][C:8]1[CH:13]=[C:12]([N:24]([CH2:20][CH:21]([CH3:23])[CH3:22])[CH3:25])[C:11]([Cl:15])=[CH:10][C:9]=1[N+:16]([O-:18])=[O:17])([CH3:4])([CH3:3])[CH3:2]. (7) Given the reactants N1C=NN=N1.[C:6]([O:10][P:11](N(C(C)C)C(C)C)[O:12][C:13]([CH3:16])([CH3:15])[CH3:14])([CH3:9])([CH3:8])[CH3:7].[OH:24][C:25]1[CH:30]=[CH:29][C:28]([C:31]2[CH:36]=[CH:35][C:34]([CH2:37][CH2:38][C@@:39]([CH3:49])([S:45]([CH3:48])(=[O:47])=[O:46])[C:40]([O:42][CH2:43][CH3:44])=[O:41])=[CH:33][CH:32]=2)=[CH:27][CH:26]=1.S([O-])([O-])=[O:51].[Na+].[Na+], predict the reaction product. The product is: [C:13]([O:12][P:11]([O:24][C:25]1[CH:30]=[CH:29][C:28]([C:31]2[CH:36]=[CH:35][C:34]([CH2:37][CH2:38][C@@:39]([CH3:49])([S:45]([CH3:48])(=[O:47])=[O:46])[C:40]([O:42][CH2:43][CH3:44])=[O:41])=[CH:33][CH:32]=2)=[CH:27][CH:26]=1)([O:10][C:6]([CH3:7])([CH3:8])[CH3:9])=[O:51])([CH3:14])([CH3:15])[CH3:16].